From a dataset of Forward reaction prediction with 1.9M reactions from USPTO patents (1976-2016). Predict the product of the given reaction. Given the reactants [CH:1]1([C:4]2[NH:8][C:7]3[CH:9]=[C:10]([C:14]4[C:15]([CH3:20])=[N:16][O:17][C:18]=4[CH3:19])[CH:11]=[C:12](I)[C:6]=3[N:5]=2)[CH2:3][CH2:2]1.[CH2:21]([Sn](CCCC)(CCCC)C#CC)[CH2:22][CH2:23]C, predict the reaction product. The product is: [CH:1]1([C:4]2[NH:8][C:7]3[CH:9]=[C:10]([C:14]4[C:15]([CH3:20])=[N:16][O:17][C:18]=4[CH3:19])[CH:11]=[C:12]([C:21]#[C:22][CH3:23])[C:6]=3[N:5]=2)[CH2:3][CH2:2]1.